Dataset: Antibody paratope prediction from SAbDab with 1,023 antibody chains. Task: Token-level Classification. Given an antibody amino acid sequence, predict which amino acid positions are active in antigen binding. Output is a list of indices for active paratope positions. (1) The paratope positions are: [52, 83, 84, 85, 104, 105, 106, 107, 108, 109, 110]. Given the antibody sequence: EVQLVESGGGLVQPGGSLRLSCAASGFNISYSSIHWVRQAPGKGLEWVASISSYYGSTYYADSVKGRFTISADTSKNTAYLQMNSLRAEDTAVYYCARSRGQASWDYWWAMDYWGQGTLVTVSS, which amino acid positions are active in antigen binding (paratope)? (2) Given the antibody sequence: DVKLVQSGPGLVAPSQSLSITCTVSGFSLTTYGVSWVRQPPGKGLEWLGVIWGDGNTTYHSALISRLSISKDNSRSQVFLKLNSLHTDDTATYYCAGNYYGMDYWGQGTSVTVSS, which amino acid positions are active in antigen binding (paratope)? The paratope positions are: [52, 82, 83, 84]. (3) Given the antibody sequence: QVQLVQSAAEVKKPGEALKISCKGSGYSFSNYWIAWVRQMPGKGLEWMGIVYPDDSDSSYNSSFQGQITFSADKSISTAYLHWTSLQASDTAMYYCARLGFEGDYSGSFFDYWGQGTLLIVSS, which amino acid positions are active in antigen binding (paratope)? The paratope positions are: [52, 83, 84, 85, 104, 105, 106, 107, 108, 109].